Dataset: Full USPTO retrosynthesis dataset with 1.9M reactions from patents (1976-2016). Task: Predict the reactants needed to synthesize the given product. (1) Given the product [Cl:1][C:2]1[C:3]([NH:22][C:23](=[O:31])[CH2:24][CH:25]2[CH2:30][CH2:29][CH2:28][CH2:27][CH2:26]2)=[C:4]2[C:9](=[CH:10][CH:11]=1)[N:8]=[C:7]([N:12]1[CH2:16][CH2:15][C@H:14]([NH:17][CH2:18][CH2:19][C:20]3[N:36]=[N:37][NH:38][N:21]=3)[CH2:13]1)[CH:6]=[CH:5]2, predict the reactants needed to synthesize it. The reactants are: [Cl:1][C:2]1[C:3]([NH:22][C:23](=[O:31])[CH2:24][CH:25]2[CH2:30][CH2:29][CH2:28][CH2:27][CH2:26]2)=[C:4]2[C:9](=[CH:10][CH:11]=1)[N:8]=[C:7]([N:12]1[CH2:16][CH2:15][C@H:14]([NH:17][CH2:18][CH2:19][C:20]#[N:21])[CH2:13]1)[CH:6]=[CH:5]2.C[Si]([N:36]=[N+:37]=[N-:38])(C)C.C([Sn](=O)CCCC)CCC. (2) Given the product [CH2:1]([O:8][C:9]1[C:10](=[O:17])[CH:11]=[C:12]([CH3:15])[O:13][CH:14]=1)[C:2]1[CH:3]=[CH:4][CH:5]=[CH:6][CH:7]=1, predict the reactants needed to synthesize it. The reactants are: [CH2:1]([O:8][C:9]1[C:10](=[O:17])[CH:11]=[C:12]([CH2:15]Cl)[O:13][CH:14]=1)[C:2]1[CH:7]=[CH:6][CH:5]=[CH:4][CH:3]=1. (3) The reactants are: [NH2:1][C:2]1[CH:7]=[CH:6][CH:5]=[C:4]([Br:8])[N:3]=1.CCN(C(C)C)C(C)C.[C:18]1([CH3:28])[CH:23]=[CH:22][C:21]([S:24](Cl)(=[O:26])=[O:25])=[CH:20][CH:19]=1. Given the product [Br:8][C:4]1[N:3]=[C:2]([NH:1][S:24]([C:21]2[CH:22]=[CH:23][C:18]([CH3:28])=[CH:19][CH:20]=2)(=[O:26])=[O:25])[CH:7]=[CH:6][CH:5]=1, predict the reactants needed to synthesize it. (4) Given the product [F:1][C:2]1[CH:3]=[CH:4][C:5]([C:8]2[N:9]=[C:10]3[C:15](=[N:16][CH:17]=2)[N:14]=[C:13]([S:18]([CH3:19])=[O:34])[N:12]=[C:11]3[NH:20][CH2:21][C:22]([F:23])([F:25])[F:24])=[CH:6][CH:7]=1, predict the reactants needed to synthesize it. The reactants are: [F:1][C:2]1[CH:7]=[CH:6][C:5]([C:8]2[N:9]=[C:10]3[C:15](=[N:16][CH:17]=2)[N:14]=[C:13]([S:18][CH3:19])[N:12]=[C:11]3[NH:20][CH2:21][C:22]([F:25])([F:24])[F:23])=[CH:4][CH:3]=1.ClC1C=CC=C(C(OO)=[O:34])C=1. (5) The reactants are: [C:1]([O:5][C:6]([N:8]1[CH2:15][CH:14]2[CH:10]([CH2:11][N:12]([CH2:16][C:17]3[S:25][C:24]4[C:23]([N:26]5[CH2:31][CH2:30][O:29][CH2:28][CH2:27]5)=[N:22][C:21]([Cl:32])=[N:20][C:19]=4[CH:18]=3)[CH2:13]2)[CH2:9]1)=[O:7])([CH3:4])([CH3:3])[CH3:2].Cl.[C:34](OC(N1CCC2(CCNC2)C1)=O)(C)(C)C. Given the product [C:1]([O:5][C:6]([N:8]1[CH2:15][CH2:34][C:10]2([CH2:14][CH2:13][N:12]([CH2:16][C:17]3[S:25][C:24]4[C:23]([N:26]5[CH2:31][CH2:30][O:29][CH2:28][CH2:27]5)=[N:22][C:21]([Cl:32])=[N:20][C:19]=4[CH:18]=3)[CH2:11]2)[CH2:9]1)=[O:7])([CH3:4])([CH3:2])[CH3:3], predict the reactants needed to synthesize it. (6) Given the product [Cl:1][C:2]1[C:3]([S:18]([CH3:19])=[O:31])=[N:4][C:5]([NH:8][C@@H:9]2[CH2:14][CH2:13][CH2:12][C@H:11]([C:15]([NH2:17])=[O:16])[CH2:10]2)=[N:6][CH:7]=1, predict the reactants needed to synthesize it. The reactants are: [Cl:1][C:2]1[C:3]([S:18][CH3:19])=[N:4][C:5]([NH:8][C@@H:9]2[CH2:14][CH2:13][CH2:12][C@H:11]([C:15]([NH2:17])=[O:16])[CH2:10]2)=[N:6][CH:7]=1.C(#N)C.C1C=C(Cl)C=C(C(OO)=[O:31])C=1.CO.C(Cl)(Cl)Cl.